From a dataset of Full USPTO retrosynthesis dataset with 1.9M reactions from patents (1976-2016). Predict the reactants needed to synthesize the given product. (1) The reactants are: C(O[C:4]([C:6]1[CH:11]=[C:10]([C:12]2[CH:17]=[C:16]([F:18])[CH:15]=[C:14]([F:19])[CH:13]=2)[CH:9]=[C:8]([CH3:20])[N:7]=1)=[O:5])C.[NH2:21][C:22]1[CH:26]=[CH:25][N:24]([CH2:27][C:28]([O:30][CH2:31][CH3:32])=[O:29])[N:23]=1. Given the product [CH2:31]([O:30][C:28](=[O:29])[CH2:27][N:24]1[CH:25]=[CH:26][C:22]([NH:21][C:4]([C:6]2[CH:11]=[C:10]([C:12]3[CH:13]=[C:14]([F:19])[CH:15]=[C:16]([F:18])[CH:17]=3)[CH:9]=[C:8]([CH3:20])[N:7]=2)=[O:5])=[N:23]1)[CH3:32], predict the reactants needed to synthesize it. (2) Given the product [Br:1][C:2]1[CH:3]=[C:4]([N:13]2[CH2:14][C:15]3[C:20](=[CH:19][CH:18]=[CH:17][CH:16]=3)[CH2:12]2)[C:5]2[C:6]([CH:10]=1)=[N:7][O:8][N:9]=2, predict the reactants needed to synthesize it. The reactants are: [Br:1][C:2]1[CH:3]=[C:4](Cl)[C:5]2[C:6]([CH:10]=1)=[N:7][O:8][N:9]=2.[CH2:12]1[C:20]2[C:15](=[CH:16][CH:17]=[CH:18][CH:19]=2)[CH2:14][NH:13]1.C(N(CC)CC)C. (3) Given the product [OH:15][C:16]1[CH:21]=[C:20]([CH2:22][CH2:14][CH2:9][CH2:10][CH3:11])[O:19][C:18](=[O:23])[C:17]=1[C:24](=[O:33])[CH2:25][CH2:26][C:27]1[CH:28]=[CH:29][CH:30]=[CH:31][CH:32]=1, predict the reactants needed to synthesize it. The reactants are: [Li+].CC([N-]C(C)C)C.[CH2:9]1[CH2:14]CC[CH2:11][CH2:10]1.[OH:15][C:16]1[CH:21]=[C:20]([CH3:22])[O:19][C:18](=[O:23])[C:17]=1[C:24](=[O:33])[CH2:25][CH2:26][C:27]1[CH:32]=[CH:31][CH:30]=[CH:29][CH:28]=1.ICCCC.CN(P(N(C)C)(N(C)C)=O)C.Cl. (4) Given the product [CH3:1][O:2][C:3]1[CH:8]=[CH:7][C:6]([C:9]([C:44]2[CH:45]=[CH:46][C:47]([O:50][CH3:51])=[CH:48][CH:49]=2)([C:38]2[CH:43]=[CH:42][CH:41]=[CH:40][CH:39]=2)[NH:10][C:11]2[O:12][C@H:13]([C:34]([F:36])([F:37])[F:35])[CH2:14][C@:15]([C:19]3[CH:24]=[C:23]([C:53]4[CH:54]=[N:55][CH:56]=[C:57]([C:59]5[CH:63]=[C:62]([CH3:64])[NH:61][N:60]=5)[CH:58]=4)[CH:22]=[CH:21][C:20]=3[F:33])([CH2:17][F:18])[N:16]=2)=[CH:5][CH:4]=1, predict the reactants needed to synthesize it. The reactants are: [CH3:1][O:2][C:3]1[CH:8]=[CH:7][C:6]([C:9]([C:44]2[CH:49]=[CH:48][C:47]([O:50][CH3:51])=[CH:46][CH:45]=2)([C:38]2[CH:43]=[CH:42][CH:41]=[CH:40][CH:39]=2)[NH:10][C:11]2[O:12][C@H:13]([C:34]([F:37])([F:36])[F:35])[CH2:14][C@:15]([C:19]3[CH:24]=[C:23](B4OCC(C)(C)CO4)[CH:22]=[CH:21][C:20]=3[F:33])([CH2:17][F:18])[N:16]=2)=[CH:5][CH:4]=1.Br[C:53]1[CH:54]=[N:55][CH:56]=[C:57]([C:59]2[CH:63]=[C:62]([CH3:64])[NH:61][N:60]=2)[CH:58]=1.C(=O)([O-])[O-].[Cs+].[Cs+]. (5) Given the product [CH2:1]([C:8]1[N:12]([CH2:13][C:14]([OH:16])=[O:15])[C:11]2[CH:18]=[CH:19][CH:20]=[CH:21][C:10]=2[N:9]=1)[C:2]1[CH:3]=[CH:4][CH:5]=[CH:6][CH:7]=1, predict the reactants needed to synthesize it. The reactants are: [CH2:1]([C:8]1[N:12]([CH2:13][C:14]([O:16]C)=[O:15])[C:11]2[CH:18]=[CH:19][CH:20]=[CH:21][C:10]=2[N:9]=1)[C:2]1[CH:7]=[CH:6][CH:5]=[CH:4][CH:3]=1.[OH-].[Na+].